This data is from Forward reaction prediction with 1.9M reactions from USPTO patents (1976-2016). The task is: Predict the product of the given reaction. (1) The product is: [CH3:1][O:2][C:3]1[CH:8]=[CH:7][CH:6]=[CH:5][C:4]=1[CH2:9][CH2:10][C:11]1[N:12]([C:16]2[CH:21]=[CH:20][C:19]([N:22]3[C:36](=[O:37])[CH2:35][C:34](=[O:41])[NH:33][C:24]4[C:25]5[C:30]([CH:31]=[CH:32][C:23]3=4)=[CH:29][CH:28]=[CH:27][CH:26]=5)=[CH:18][CH:17]=2)[CH:13]=[CH:14][N:15]=1. Given the reactants [CH3:1][O:2][C:3]1[CH:8]=[CH:7][CH:6]=[CH:5][C:4]=1[CH2:9][CH2:10][C:11]1[N:12]([C:16]2[CH:21]=[CH:20][C:19]([NH:22][C:23]3[CH:32]=[CH:31][C:30]4[C:25](=[CH:26][CH:27]=[CH:28][CH:29]=4)[C:24]=3[NH:33][C:34](=[O:41])[CH2:35][C:36](OCC)=[O:37])=[CH:18][CH:17]=2)[CH:13]=[CH:14][N:15]=1.[N+](C1C2C(=CC=CC=2)C=CC=1NC1C=CC(N)=CC=1)([O-])=O.COC1C=CC=CC=1CCC(O)=O.O=C(NC1C2C(=CC=CC=2)C=CC=1NC1C=CC=C(N2C(CCC3C=CC=CN=3)=NN=N2)C=1)C(OCC)=O.Cl.FC1C=C(CCC2N(C3C=CC(N4C(=O)CC(=O)NC5C6C(C=CC4=5)=CC=CC=6)=CC=3)C=CN=2)C=CC=1.N1C=CC=CC=1CCC1N(C2C=C(NC3C(N)=CC=C4C=3C=CC=C4)C=CC=2)N=NN=1.Cl.N1C=CC=CC=1CCC1N(C2C=C(N3C4C=CC5C=CC=CC=5C=4NC(=O)C3=O)C=CC=2)N=NN=1, predict the reaction product. (2) Given the reactants [NH2:1][C:2]1[N:7]=[C:6]([Cl:8])[CH:5]=[C:4](Cl)[N:3]=1.[NH2:10][C:11]1[CH:18]=[CH:17][C:14]([C:15]#[N:16])=[CH:13][CH:12]=1.Cl, predict the reaction product. The product is: [NH2:1][C:2]1[N:3]=[C:4]([NH:10][C:11]2[CH:18]=[CH:17][C:14]([C:15]#[N:16])=[CH:13][CH:12]=2)[CH:5]=[C:6]([Cl:8])[N:7]=1. (3) The product is: [C:11]([N:14]([C:15]1[CH:20]=[CH:19][C:18]([CH:21]([CH3:23])[CH3:22])=[CH:17][CH:16]=1)[C:7]1[CH:8]=[CH:9][C:4]([CH:1]([CH3:3])[CH3:2])=[CH:5][CH:6]=1)(=[O:13])[CH3:12]. Given the reactants [CH:1]([C:4]1[CH:9]=[CH:8][C:7](I)=[CH:6][CH:5]=1)([CH3:3])[CH3:2].[C:11]([NH:14][C:15]1[CH:20]=[CH:19][C:18]([CH:21]([CH3:23])[CH3:22])=[CH:17][CH:16]=1)(=[O:13])[CH3:12].C(=O)([O-])[O-].[K+].[K+].C1OCCOCCOCCOCCOCCOC1, predict the reaction product. (4) Given the reactants [F:1][C:2]1[C:3]([C:9]#[N:10])=[N:4][CH:5]=[CH:6][C:7]=1I.[N:11]1[CH:16]=[C:15](B(O)O)[CH:14]=[N:13][CH:12]=1.C(=O)([O-])[O-].[Cs+].[Cs+], predict the reaction product. The product is: [F:1][C:2]1[C:3]([C:9]#[N:10])=[N:4][CH:5]=[CH:6][C:7]=1[C:15]1[CH:16]=[N:11][CH:12]=[N:13][CH:14]=1. (5) Given the reactants Br[C:2]1[CH:9]=[CH:8][CH:7]=[CH:6][C:3]=1[C:4]#[N:5].C([O-])(=O)C.[K+].[B:15]1([B:15]2[O:19][C:18]([CH3:21])([CH3:20])[C:17]([CH3:23])([CH3:22])[O:16]2)[O:19][C:18]([CH3:21])([CH3:20])[C:17]([CH3:23])([CH3:22])[O:16]1, predict the reaction product. The product is: [CH3:22][C:17]1([CH3:23])[C:18]([CH3:21])([CH3:20])[O:19][B:15]([C:2]2[CH:9]=[CH:8][CH:7]=[CH:6][C:3]=2[C:4]#[N:5])[O:16]1. (6) Given the reactants Cl.[NH2:2][C:3]1[CH:10]=[CH:9][C:6]([CH2:7][NH2:8])=[CH:5][C:4]=1[F:11].C1([O:18][C:19](=O)[NH:20][CH2:21][C:22]2[CH:27]=[CH:26][C:25]([C:28]([CH3:31])([CH3:30])[CH3:29])=[CH:24][CH:23]=2)C=CC=CC=1.C(#N)C, predict the reaction product. The product is: [NH2:2][C:3]1[CH:10]=[CH:9][C:6]([CH2:7][NH:8][C:19]([NH:20][CH2:21][C:22]2[CH:27]=[CH:26][C:25]([C:28]([CH3:31])([CH3:30])[CH3:29])=[CH:24][CH:23]=2)=[O:18])=[CH:5][C:4]=1[F:11]. (7) The product is: [N+:1]([C:4]1[CH:5]=[C:6]([C:7]([N:21]2[CH2:22][CH2:23][N:18]([CH2:16][CH3:17])[CH2:19][CH2:20]2)=[O:9])[CH:10]=[CH:11][C:12]=1[N+:13]([O-:15])=[O:14])([O-:3])=[O:2]. Given the reactants [N+:1]([C:4]1[CH:5]=[C:6]([CH:10]=[CH:11][C:12]=1[N+:13]([O-:15])=[O:14])[C:7]([OH:9])=O)([O-:3])=[O:2].[CH2:16]([N:18]1[CH2:23][CH2:22][NH:21][CH2:20][CH2:19]1)[CH3:17], predict the reaction product. (8) Given the reactants Br[CH2:2][C:3]1[CH:8]=[CH:7][C:6]([B:9]2[O:13][C:12]([CH3:15])([CH3:14])[C:11]([CH3:17])([CH3:16])[O:10]2)=[CH:5][CH:4]=1.Cl.CC1O[C:23]([N:25]2[CH2:30][CH2:29][NH:28][CH2:27][CH2:26]2)=NN=1.C1COCC1.[CH2:36]([N:38](CC)CC)[CH3:37].C[N:44]([CH:46]=[O:47])C, predict the reaction product. The product is: [CH3:37][C:36]1[O:47][C:46]([CH2:23][N:25]2[CH2:26][CH2:27][N:28]([CH2:2][C:3]3[CH:8]=[CH:7][C:6]([B:9]4[O:13][C:12]([CH3:15])([CH3:14])[C:11]([CH3:17])([CH3:16])[O:10]4)=[CH:5][CH:4]=3)[CH2:29][CH2:30]2)=[N:44][N:38]=1. (9) Given the reactants FC(F)(F)C(O)=O.[C:8]1([C:30]2[CH:35]=[CH:34][CH:33]=[CH:32][CH:31]=2)[CH:13]=[CH:12][C:11]([CH:14]([NH:18][C:19](=[O:29])[CH2:20][NH:21]C(OC(C)(C)C)=O)[CH2:15][C:16]#[N:17])=[CH:10][CH:9]=1, predict the reaction product. The product is: [NH2:21][CH2:20][C:19]([NH:18][CH:14]([C:11]1[CH:10]=[CH:9][C:8]([C:30]2[CH:35]=[CH:34][CH:33]=[CH:32][CH:31]=2)=[CH:13][CH:12]=1)[CH2:15][C:16]#[N:17])=[O:29]. (10) Given the reactants [NH:1]1[CH:5]=[C:4]([C:6]2[CH:22]=[CH:21][C:9]3[C:10]4[N:11]=[C:12]([C:18]([OH:20])=O)[S:13][C:14]=4[CH2:15][CH2:16][O:17][C:8]=3[CH:7]=2)[CH:3]=[N:2]1.[O:23]1[C:27]2[CH:28]=[CH:29][CH:30]=[CH:31][C:26]=2[CH2:25][C@@H:24]1[CH2:32][NH:33][CH3:34], predict the reaction product. The product is: [O:23]1[C:27]2[CH:28]=[CH:29][CH:30]=[CH:31][C:26]=2[CH2:25][C@@H:24]1[CH2:32][N:33]([CH3:34])[C:18]([C:12]1[S:13][C:14]2[CH2:15][CH2:16][O:17][C:8]3[CH:7]=[C:6]([C:4]4[CH:3]=[N:2][NH:1][CH:5]=4)[CH:22]=[CH:21][C:9]=3[C:10]=2[N:11]=1)=[O:20].